Dataset: Volume of distribution at steady state (VDss) regression data from Lombardo et al.. Task: Regression/Classification. Given a drug SMILES string, predict its absorption, distribution, metabolism, or excretion properties. Task type varies by dataset: regression for continuous measurements (e.g., permeability, clearance, half-life) or binary classification for categorical outcomes (e.g., BBB penetration, CYP inhibition). For this dataset (vdss_lombardo), we predict log10(VDss) (log10 of volume of distribution in L/kg). The drug is COCCCOc1ccnc(CS(=O)c2nc3ccccc3[nH]2)c1C. The log10(VDss) is -0.660.